From a dataset of Full USPTO retrosynthesis dataset with 1.9M reactions from patents (1976-2016). Predict the reactants needed to synthesize the given product. Given the product [CH3:1][O:2][C:3]([CH3:19])([CH3:18])[CH2:4][CH2:5][O:6][C:7]1[CH:13]=[CH:12][C:10]([NH:11][C:27](=[O:28])[O:29][C:30]2[CH:35]=[CH:34][CH:33]=[CH:32][CH:31]=2)=[CH:9][C:8]=1[C:14]([F:16])([F:15])[F:17], predict the reactants needed to synthesize it. The reactants are: [CH3:1][O:2][C:3]([CH3:19])([CH3:18])[CH2:4][CH2:5][O:6][C:7]1[CH:13]=[CH:12][C:10]([NH2:11])=[CH:9][C:8]=1[C:14]([F:17])([F:16])[F:15].C(=O)([O-])[O-].[K+].[K+].Cl[C:27]([O:29][C:30]1[CH:35]=[CH:34][CH:33]=[CH:32][CH:31]=1)=[O:28].